Dataset: Full USPTO retrosynthesis dataset with 1.9M reactions from patents (1976-2016). Task: Predict the reactants needed to synthesize the given product. (1) The reactants are: [C:1](#[N:3])[CH3:2].[Li]CCCC.[F:9][C:10]([F:19])([F:18])[C:11]([CH3:17])([CH3:16])[C:12](OC)=[O:13]. Given the product [F:9][C:10]([F:19])([F:18])[C:11]([CH3:17])([CH3:16])[C:12](=[O:13])[CH2:2][C:1]#[N:3], predict the reactants needed to synthesize it. (2) Given the product [C:15]1([CH2:14][O:1][NH2:2])[C:24]2[C:19](=[CH:20][CH:21]=[CH:22][CH:23]=2)[CH:18]=[CH:17][CH:16]=1, predict the reactants needed to synthesize it. The reactants are: [OH:1][N:2]1C(=O)C2=CC=CC=C2C1=O.Cl[CH2:14][C:15]1[C:24]2[C:19](=[CH:20][CH:21]=[CH:22][CH:23]=2)[CH:18]=[CH:17][CH:16]=1. (3) Given the product [C:22]([O:21][C:20](=[O:26])[N:19]([C:17]1[CH:18]=[CH:13][CH:14]=[C:15]([O:10][C:7]2[CH:8]=[CH:9][C:4]([Cl:3])=[C:5]([F:11])[CH:6]=2)[C:16]=1[N+:28]([O-:30])=[O:29])[CH3:27])([CH3:25])([CH3:23])[CH3:24], predict the reactants needed to synthesize it. The reactants are: [H-].[Na+].[Cl:3][C:4]1[CH:9]=[CH:8][C:7]([OH:10])=[CH:6][C:5]=1[F:11].Cl[C:13]1[CH:14]=[CH:15][C:16]([N+:28]([O-:30])=[O:29])=[C:17]([N:19]([CH3:27])[C:20](=[O:26])[O:21][C:22]([CH3:25])([CH3:24])[CH3:23])[CH:18]=1.O. (4) Given the product [OH:19][C:17]1[C:7]2[C:6](=[C:5]([CH3:22])[CH:4]=[C:3]([O:2][CH3:1])[CH:8]=2)[N:9]=[CH:10][C:11]=1[C:12]([O:14][CH2:15][CH3:16])=[O:13], predict the reactants needed to synthesize it. The reactants are: [CH3:1][O:2][C:3]1[CH:8]=[CH:7][C:6]([NH:9][CH:10]=[C:11]([C:17]([O:19]CC)=O)[C:12]([O:14][CH2:15][CH3:16])=[O:13])=[C:5]([CH3:22])[CH:4]=1. (5) Given the product [ClH:22].[Br:1][C:2]1[CH:21]=[CH:20][CH:19]=[CH:18][C:3]=1[O:4][CH:5]1[CH2:10][CH2:9][NH:8][CH2:7][CH2:6]1, predict the reactants needed to synthesize it. The reactants are: [Br:1][C:2]1[CH:21]=[CH:20][CH:19]=[CH:18][C:3]=1[O:4][CH:5]1[CH2:10][CH2:9][N:8](C(OC(C)(C)C)=O)[CH2:7][CH2:6]1.[ClH:22]. (6) Given the product [Si:12]([O:1][C:2]1[CH:3]=[CH:4][C:5]2[O:9][C:8](=[O:10])[NH:7][C:6]=2[CH:11]=1)([C:15]([CH3:18])([CH3:17])[CH3:16])([CH3:14])[CH3:13], predict the reactants needed to synthesize it. The reactants are: [OH:1][C:2]1[CH:3]=[CH:4][C:5]2[O:9][C:8](=[O:10])[NH:7][C:6]=2[CH:11]=1.[Si:12](Cl)([C:15]([CH3:18])([CH3:17])[CH3:16])([CH3:14])[CH3:13].N1C=CN=C1.O. (7) Given the product [NH:34]1[C:38]2[CH:39]=[CH:40][CH:41]=[C-:42][C:37]=2[N:36]=[N:35]1.[K+:33], predict the reactants needed to synthesize it. The reactants are: CCC(OC(COC(C=C)=O)(COC(C=C)=O)CC)(COC(C=C)=O)COC(C=C)=O.[OH-].[K+:33].[NH:34]1[C:38]2[CH:39]=[CH:40][CH:41]=[CH:42][C:37]=2[N:36]=[N:35]1. (8) Given the product [NH:33]1[C:41]2[C:36](=[C:37]([C:2]3[N:10]=[C:9]4[C:5]([N:6]=[C:7]([CH2:17][N:18]5[CH2:23][CH2:22][CH:21]([N:24]([CH3:26])[CH3:25])[CH2:20][CH2:19]5)[N:8]4[CH:11]4[CH2:16][CH2:15][CH2:14][CH2:13][O:12]4)=[C:4]([N:27]4[CH2:32][CH2:31][O:30][CH2:29][CH2:28]4)[N:3]=3)[CH:38]=[CH:39][CH:40]=2)[CH:35]=[CH:34]1, predict the reactants needed to synthesize it. The reactants are: Cl[C:2]1[N:10]=[C:9]2[C:5]([N:6]=[C:7]([CH2:17][N:18]3[CH2:23][CH2:22][CH:21]([N:24]([CH3:26])[CH3:25])[CH2:20][CH2:19]3)[N:8]2[CH:11]2[CH2:16][CH2:15][CH2:14][CH2:13][O:12]2)=[C:4]([N:27]2[CH2:32][CH2:31][O:30][CH2:29][CH2:28]2)[N:3]=1.[NH:33]1[C:41]2[CH:40]=[CH:39][CH:38]=[C:37](B3OC(C)(C)C(C)(C)O3)[C:36]=2[CH:35]=[CH:34]1.